Dataset: CYP1A2 inhibition data for predicting drug metabolism from PubChem BioAssay. Task: Regression/Classification. Given a drug SMILES string, predict its absorption, distribution, metabolism, or excretion properties. Task type varies by dataset: regression for continuous measurements (e.g., permeability, clearance, half-life) or binary classification for categorical outcomes (e.g., BBB penetration, CYP inhibition). Dataset: cyp1a2_veith. (1) The compound is Cc1cccc(C)c1NC(=O)[C@H](C)N. The result is 0 (non-inhibitor). (2) The drug is COc1ccccc1CCN1C(=S)NC(C)(C)CC1(C)O. The result is 1 (inhibitor). (3) The drug is FC(F)(F)c1cc(Sc2ccccc2)nc(-c2ccccn2)n1. The result is 1 (inhibitor). (4) The molecule is Nc1ncnc2c1ncn2[C@@H]1CCCO1. The result is 0 (non-inhibitor).